Dataset: Full USPTO retrosynthesis dataset with 1.9M reactions from patents (1976-2016). Task: Predict the reactants needed to synthesize the given product. (1) Given the product [Cl:26][C:4]1[N:3]=[C:2]([NH:33][C:27](=[O:32])[CH2:28][CH2:29][CH2:30][CH3:31])[CH:7]=[C:6]([C:8]2[C:16]3[C:11](=[N:12][CH:13]=[CH:14][CH:15]=3)[NH:10][CH:9]=2)[CH:5]=1, predict the reactants needed to synthesize it. The reactants are: Cl[C:2]1[CH:7]=[C:6]([C:8]2[C:16]3[C:11](=[N:12][CH:13]=[CH:14][CH:15]=3)[N:10](S(C3C=CC=CC=3)(=O)=O)[CH:9]=2)[CH:5]=[C:4]([Cl:26])[N:3]=1.[C:27]([NH2:33])(=[O:32])[CH2:28][CH2:29][CH2:30][CH3:31].C(=O)([O-])[O-].[Cs+].[Cs+].CC1(C)C2C(=C(P(C3C=CC=CC=3)C3C=CC=CC=3)C=CC=2)OC2C(P(C3C=CC=CC=3)C3C=CC=CC=3)=CC=CC1=2.[OH-].[Na+]. (2) Given the product [CH3:2][O:3][C:4]1[CH:5]=[C:6]([C:12]2[C:13]([CH3:25])([CH3:24])[C:14](=[O:23])[N:15]([CH:17]3[CH2:22][CH2:21][N:20]([C:33]([C:32]4[CH:31]=[C:30]([CH:38]=[CH:37][CH:36]=4)[C:28]([O:27][CH3:26])=[O:29])=[O:34])[CH2:19][CH2:18]3)[N:16]=2)[CH:7]=[CH:8][C:9]=1[O:10][CH3:11], predict the reactants needed to synthesize it. The reactants are: Cl.[CH3:2][O:3][C:4]1[CH:5]=[C:6]([C:12]2[C:13]([CH3:25])([CH3:24])[C:14](=[O:23])[N:15]([CH:17]3[CH2:22][CH2:21][NH:20][CH2:19][CH2:18]3)[N:16]=2)[CH:7]=[CH:8][C:9]=1[O:10][CH3:11].[CH3:26][O:27][C:28]([C:30]1[CH:31]=[C:32]([CH:36]=[CH:37][CH:38]=1)[C:33](O)=[O:34])=[O:29]. (3) Given the product [Cl:1][C:2]1[C:3]([O:12][CH2:13][C:14]23[CH2:23][CH:18]4[CH2:19][CH:20]([CH2:22][C:16]([CH2:24][OH:25])([CH2:17]4)[CH2:15]2)[CH2:21]3)=[CH:4][C:5]([F:11])=[C:6]([CH:10]=1)[C:7]([O:9][CH3:28])=[O:8], predict the reactants needed to synthesize it. The reactants are: [Cl:1][C:2]1[C:3]([O:12][CH2:13][C:14]23[CH2:23][CH:18]4[CH2:19][CH:20]([CH2:22][C:16]([CH2:24][OH:25])([CH2:17]4)[CH2:15]2)[CH2:21]3)=[CH:4][C:5]([F:11])=[C:6]([CH:10]=1)[C:7]([OH:9])=[O:8].CO.[CH2:28](N=C=NCCCN(C)C)C. (4) Given the product [CH2:8]([N:12]1[C:17]([CH3:18])=[C:16]([CH3:19])[CH:15]=[C:14]([OH:20])[C:13]1=[O:22])[CH2:9][CH2:10][CH3:11], predict the reactants needed to synthesize it. The reactants are: [Cl-].[NH+]1C=CC=CC=1.[CH2:8]([N:12]1[C:17]([CH3:18])=[C:16]([CH3:19])[CH:15]=[C:14]([O:20]C)[C:13]1=[O:22])[CH2:9][CH2:10][CH3:11].